This data is from Reaction yield outcomes from USPTO patents with 853,638 reactions. The task is: Predict the reaction yield, written as a fraction of the theoretical maximum amount of product (1.0 means a 100% yield; for example, 0.34 means a 34% yield). (1) The reactants are [NH2:1][C@H:2]([CH2:22][C:23]1[CH:28]=[C:27]([F:29])[C:26]([F:30])=[CH:25][C:24]=1[F:31])[CH2:3][C:4]([N:6]1[CH2:11][CH2:10][N:9]2[C:12]([C:18]([F:21])([F:20])[F:19])=[N:13][C:14]([C:15]([OH:17])=[O:16])=[C:8]2[CH2:7]1)=[O:5].[OH-].[Ca+2:33].[OH-]. The catalyst is CO. The product is [NH2:1][C@H:2]([CH2:22][C:23]1[CH:28]=[C:27]([F:29])[C:26]([F:30])=[CH:25][C:24]=1[F:31])[CH2:3][C:4]([N:6]1[CH2:11][CH2:10][N:9]2[C:12]([C:18]([F:21])([F:19])[F:20])=[N:13][C:14]([C:15]([O-:17])=[O:16])=[C:8]2[CH2:7]1)=[O:5].[Ca+2:33].[NH2:1][C@H:2]([CH2:22][C:23]1[CH:28]=[C:27]([F:29])[C:26]([F:30])=[CH:25][C:24]=1[F:31])[CH2:3][C:4]([N:6]1[CH2:11][CH2:10][N:9]2[C:12]([C:18]([F:21])([F:19])[F:20])=[N:13][C:14]([C:15]([O-:17])=[O:16])=[C:8]2[CH2:7]1)=[O:5]. The yield is 1.00. (2) The product is [OH:22][C:21]1[C:20]2[C:46]([C:45]([O:49][CH2:50][CH3:51])=[O:48])=[CH:47][CH:26]=[CH:27][C:19]=2[N:8]([CH2:7][C:6]2[CH:29]=[CH:30][C:3]([O:2][CH3:1])=[CH:4][CH:5]=2)[C:9](=[O:18])[C:10]=1[C:11]1[CH:16]=[CH:15][CH:14]=[CH:13][CH:12]=1. The reactants are [CH3:1][O:2][C:3]1[CH:30]=[CH:29][C:6]([CH2:7][N:8]([C:19]2[CH:27]=[CH:26]C=C3[C:20]=2[CH2:21][O:22]C3=O)[C:9](=[O:18])[C:10](=O)[C:11]2[CH:16]=[CH:15][CH:14]=[CH:13][CH:12]=2)=[CH:5][CH:4]=1.[O-]S([O-])(=O)=O.[Na+].[Na+].[O-]CC.[Na+].C(O)C.[C:45]([O:49][CH2:50][CH3:51])(=[O:48])[CH2:46][CH3:47]. No catalyst specified. The yield is 0.800. (3) The yield is 0.300. The reactants are [Cl:1][C:2]1[CH:3]=[CH:4][C:5]([NH:8][C:9]([C:11]2[CH:16]=[CH:15][CH:14]=[CH:13][C:12]=2[NH:17][C:18]([C:20]2[CH:25]=[CH:24][C:23]([C:26]#[N:27])=[CH:22][CH:21]=2)=[O:19])=[O:10])=[N:6][CH:7]=1.[BH4-].[Na+]. The product is [NH2:27][CH2:26][C:23]1[CH:22]=[CH:21][C:20]([C:18]([NH:17][C:12]2[CH:13]=[CH:14][CH:15]=[CH:16][C:11]=2[C:9](=[O:10])[NH:8][C:5]2[CH:4]=[CH:3][C:2]([Cl:1])=[CH:7][N:6]=2)=[O:19])=[CH:25][CH:24]=1. The catalyst is CN(C=O)C.[Co](Cl)Cl. (4) The reactants are [Cl:1][C:2]1[CH:3]=[C:4]([CH:7]=[C:8]([O:11]C)[C:9]=1[OH:10])[CH:5]=[O:6].B(Br)(Br)Br. The catalyst is ClCCl. The product is [Cl:1][C:2]1[CH:3]=[C:4]([CH:7]=[C:8]([OH:11])[C:9]=1[OH:10])[CH:5]=[O:6]. The yield is 0.890. (5) The catalyst is C1COCC1.O.CO. The reactants are O[Li].O.C[O:5][C:6]([CH:8]1[CH2:13][N:12]([C:14](=[O:26])[C:15]2[CH:20]=[C:19]([F:21])[CH:18]=[CH:17][C:16]=2[C:22]([F:25])([F:24])[F:23])[CH2:11][CH2:10][N:9]1[C:27](=[O:43])[CH2:28][NH:29][C:30]([C:32]1[CH:36]=[C:35]([C:37]2[CH:42]=[CH:41][CH:40]=[CH:39][CH:38]=2)[NH:34][N:33]=1)=[O:31])=[O:7].O.Cl. The yield is 0.118. The product is [F:21][C:19]1[CH:18]=[CH:17][C:16]([C:22]([F:25])([F:23])[F:24])=[C:15]([CH:20]=1)[C:14]([N:12]1[CH2:11][CH2:10][N:9]([C:27](=[O:43])[CH2:28][NH:29][C:30]([C:32]2[CH:36]=[C:35]([C:37]3[CH:42]=[CH:41][CH:40]=[CH:39][CH:38]=3)[NH:34][N:33]=2)=[O:31])[CH:8]([C:6]([OH:7])=[O:5])[CH2:13]1)=[O:26].